This data is from Forward reaction prediction with 1.9M reactions from USPTO patents (1976-2016). The task is: Predict the product of the given reaction. (1) Given the reactants [Si:1]([O:8][CH:9]1[CH2:14][CH2:13][CH:12]([CH2:15][C@H:16]([NH:29]C(=O)OC(C)(C)C)[CH2:17][N:18]([CH3:28])[C:19]([O:21][CH2:22][CH2:23][Si:24]([CH3:27])([CH3:26])[CH3:25])=[O:20])[CH2:11][CH2:10]1)([C:4]([CH3:7])([CH3:6])[CH3:5])([CH3:3])[CH3:2].CCOCC.CC1C=CC(S(O)(=O)=O)=CC=1.CCOC(C)=O, predict the reaction product. The product is: [NH2:29][C@@H:16]([CH2:15][CH:12]1[CH2:11][CH2:10][CH:9]([O:8][Si:1]([C:4]([CH3:7])([CH3:6])[CH3:5])([CH3:2])[CH3:3])[CH2:14][CH2:13]1)[CH2:17][N:18]([CH3:28])[C:19](=[O:20])[O:21][CH2:22][CH2:23][Si:24]([CH3:25])([CH3:26])[CH3:27]. (2) The product is: [CH3:40][C:41]1([CH3:61])[C:49]2[C:44](=[CH:45][CH:46]=[C:47]([O:50][C:51]3[S:52][CH:53]=[C:54]([C:56]([NH:14][C:9]4[C:10]([O:12][CH3:13])=[N:11][C:6]([NH:5][CH2:4][CH2:3][N:2]([CH3:1])[CH3:17])=[N:7][C:8]=4[O:15][CH3:16])=[O:57])[N:55]=3)[CH:48]=2)[CH2:43][CH2:42]1. Given the reactants [CH3:1][N:2]([CH3:17])[CH2:3][CH2:4][NH:5][C:6]1[N:11]=[C:10]([O:12][CH3:13])[C:9]([NH2:14])=[C:8]([O:15][CH3:16])[N:7]=1.C(C1C=CC(C)=C(C=1)OC1SC=C(C(OCC)=O)N=1)(C)(C)C.[CH3:40][C:41]1([CH3:61])[C:49]2[C:44](=[CH:45][CH:46]=[C:47]([O:50][C:51]3[S:52][CH:53]=[C:54]([C:56](OCC)=[O:57])[N:55]=3)[CH:48]=2)[CH2:43][CH2:42]1, predict the reaction product. (3) The product is: [CH3:1][C:2]1[S:6][C:5]([N:7]2[C:12](=[O:13])[CH:11]=[CH:10][C:9]([C:14]([OH:16])=[O:15])=[CH:8]2)=[N:4][CH:3]=1. Given the reactants [CH3:1][C:2]1[S:6][C:5]([N:7]2[C:12](=[O:13])[CH:11]=[CH:10][C:9]([C:14]([O:16]C)=[O:15])=[CH:8]2)=[N:4][CH:3]=1.[Li+].[OH-], predict the reaction product. (4) Given the reactants [Br:1][C:2]1[CH:15]=[C:14]([F:16])[C:13]2[O:12][C:11]3[C:6](=[CH:7][C:8]([O:17][CH3:18])=[CH:9][CH:10]=3)[C@@:5]3([CH2:23][O:22][CH2:21][C:20](=O)[NH:19]3)[C:4]=2[CH:3]=1.COC1C=CC(P2(SP(C3C=CC(OC)=CC=3)(=S)S2)=[S:34])=CC=1, predict the reaction product. The product is: [Br:1][C:2]1[CH:15]=[C:14]([F:16])[C:13]2[O:12][C:11]3[C:6](=[CH:7][C:8]([O:17][CH3:18])=[CH:9][CH:10]=3)[C@@:5]3([CH2:23][O:22][CH2:21][C:20](=[S:34])[NH:19]3)[C:4]=2[CH:3]=1.